From a dataset of NCI-60 drug combinations with 297,098 pairs across 59 cell lines. Regression. Given two drug SMILES strings and cell line genomic features, predict the synergy score measuring deviation from expected non-interaction effect. (1) Drug 1: C1CCN(CC1)CCOC2=CC=C(C=C2)C(=O)C3=C(SC4=C3C=CC(=C4)O)C5=CC=C(C=C5)O. Drug 2: C1=CC(=C2C(=C1NCCNCCO)C(=O)C3=C(C=CC(=C3C2=O)O)O)NCCNCCO. Cell line: LOX IMVI. Synergy scores: CSS=48.6, Synergy_ZIP=2.55, Synergy_Bliss=3.29, Synergy_Loewe=-0.683, Synergy_HSA=5.69. (2) Drug 1: CC1CCC2CC(C(=CC=CC=CC(CC(C(=O)C(C(C(=CC(C(=O)CC(OC(=O)C3CCCCN3C(=O)C(=O)C1(O2)O)C(C)CC4CCC(C(C4)OC)OCCO)C)C)O)OC)C)C)C)OC. Drug 2: C1=CC=C(C(=C1)C(C2=CC=C(C=C2)Cl)C(Cl)Cl)Cl. Cell line: BT-549. Synergy scores: CSS=14.1, Synergy_ZIP=8.25, Synergy_Bliss=13.9, Synergy_Loewe=10.2, Synergy_HSA=10.5. (3) Drug 1: CC12CCC(CC1=CCC3C2CCC4(C3CC=C4C5=CN=CC=C5)C)O. Drug 2: CC1=CC2C(CCC3(C2CCC3(C(=O)C)OC(=O)C)C)C4(C1=CC(=O)CC4)C. Cell line: OVCAR-8. Synergy scores: CSS=7.43, Synergy_ZIP=-0.878, Synergy_Bliss=3.72, Synergy_Loewe=-0.149, Synergy_HSA=2.17. (4) Drug 1: CN(CCCl)CCCl.Cl. Drug 2: CCC1(C2=C(COC1=O)C(=O)N3CC4=CC5=C(C=CC(=C5CN(C)C)O)N=C4C3=C2)O.Cl. Cell line: RPMI-8226. Synergy scores: CSS=41.6, Synergy_ZIP=1.74, Synergy_Bliss=2.37, Synergy_Loewe=-0.241, Synergy_HSA=4.75. (5) Drug 1: CC1=C2C(C(=O)C3(C(CC4C(C3C(C(C2(C)C)(CC1OC(=O)C(C(C5=CC=CC=C5)NC(=O)OC(C)(C)C)O)O)OC(=O)C6=CC=CC=C6)(CO4)OC(=O)C)OC)C)OC. Drug 2: CNC(=O)C1=CC=CC=C1SC2=CC3=C(C=C2)C(=NN3)C=CC4=CC=CC=N4. Cell line: HS 578T. Synergy scores: CSS=57.2, Synergy_ZIP=3.54, Synergy_Bliss=4.82, Synergy_Loewe=-28.0, Synergy_HSA=4.19.